Dataset: Reaction yield outcomes from USPTO patents with 853,638 reactions. Task: Predict the reaction yield, written as a fraction of the theoretical maximum amount of product (1.0 means a 100% yield; for example, 0.34 means a 34% yield). (1) The reactants are Br[C:2]1[CH:7]=[CH:6][C:5]([C:8]2[CH:13]=[CH:12][CH:11]=[CH:10][C:9]=2[NH:14][S:15]([CH:18]([CH3:20])[CH3:19])(=[O:17])=[O:16])=[CH:4][CH:3]=1.[B:21]1([B:21]2[O:25][C:24]([CH3:27])([CH3:26])[C:23]([CH3:29])([CH3:28])[O:22]2)[O:25][C:24]([CH3:27])([CH3:26])[C:23]([CH3:29])([CH3:28])[O:22]1.ClCCl.C([O-])(=O)C.[K+]. The catalyst is CS(C)=O.O. The product is [CH3:28][C:23]1([CH3:29])[C:24]([CH3:27])([CH3:26])[O:25][B:21]([C:2]2[CH:7]=[CH:6][C:5]([C:8]3[CH:13]=[CH:12][CH:11]=[CH:10][C:9]=3[NH:14][S:15]([CH:18]([CH3:20])[CH3:19])(=[O:17])=[O:16])=[CH:4][CH:3]=2)[O:22]1. The yield is 0.900. (2) The reactants are Br[C:2]1[C:7]([Br:8])=[CH:6][C:5]([N+:9]([O-:11])=[O:10])=[CH:4][N:3]=1.[CH3:12][O:13][C:14]1[CH:15]=[C:16](B(O)O)[CH:17]=[CH:18][CH:19]=1. No catalyst specified. The product is [Br:8][C:7]1[C:2]([C:18]2[CH:17]=[CH:16][CH:15]=[C:14]([O:13][CH3:12])[CH:19]=2)=[N:3][CH:4]=[C:5]([N+:9]([O-:11])=[O:10])[CH:6]=1. The yield is 0.400. (3) The reactants are [CH3:1][C:2]1[N:3]([CH2:14][C:15]([O:17][CH3:18])=[O:16])[C:4]2[C:9]([CH:10]=1)=[C:8]([N+:11]([O-])=O)[CH:7]=[CH:6][CH:5]=2.O.O.[Sn](Cl)Cl.[CH2:24](O)C. No catalyst specified. The product is [NH2:11][C:8]1[CH:7]=[CH:6][CH:5]=[C:4]2[C:9]=1[CH:10]=[C:2]([CH3:1])[N:3]2[CH2:14][C:15]([O:17][CH2:18][CH3:24])=[O:16]. The yield is 0.590. (4) The reactants are C(OC([NH:8][C@H:9]([CH2:46][C:47]1[CH:52]=[CH:51][CH:50]=[CH:49][CH:48]=1)[CH2:10][N:11]([CH2:29][C@@H:30]([NH:38]C(OC(C)(C)C)=O)[CH2:31][C:32]1[CH:37]=[CH:36][CH:35]=[CH:34][CH:33]=1)C(OCC1C2C=CC=CC=2C2C1=CC=CC=2)=O)=O)(C)(C)C.FC(F)(F)[C:55]([OH:57])=[O:56].[C:60](=[O:78])([O:71][CH2:72][C:73]1[S:77][CH:76]=[N:75][CH:74]=1)OC1C=CC([N+]([O-])=O)=CC=1. The catalyst is ClCCl.C(OCC)(=O)C. The product is [S:77]1[C:73]([CH2:72][O:57][C:55]([NH:38][C@H:30]([CH2:31][C:32]2[CH:33]=[CH:34][CH:35]=[CH:36][CH:37]=2)[CH2:29][NH:11][CH2:10][C@@H:9]([NH:8][C:60]([O:71][CH2:72][C:73]2[S:77][CH:76]=[N:75][CH:74]=2)=[O:78])[CH2:46][C:47]2[CH:48]=[CH:49][CH:50]=[CH:51][CH:52]=2)=[O:56])=[CH:74][N:75]=[CH:76]1. The yield is 0.300. (5) The reactants are [NH2:1][C:2]1[C:16]([C:17]([OH:19])=O)=[C:5]2[N:6]=[C:7]([O:10][CH2:11][CH2:12][N:13]([CH3:15])[CH3:14])[CH:8]=[CH:9][N:4]2[N:3]=1.CCN(CC)CC.CN(C(ON1N=NC2C=CC=CC1=2)=[N+](C)C)C.[B-](F)(F)(F)F.[CH3:49][C:50]1[CH:55]=[CH:54][N:53]=[CH:52][C:51]=1[NH2:56]. The catalyst is CN1C(=O)CCC1. The product is [NH2:1][C:2]1[C:16]([C:17]([NH:56][C:51]2[CH:52]=[N:53][CH:54]=[CH:55][C:50]=2[CH3:49])=[O:19])=[C:5]2[N:6]=[C:7]([O:10][CH2:11][CH2:12][N:13]([CH3:14])[CH3:15])[CH:8]=[CH:9][N:4]2[N:3]=1. The yield is 0.420. (6) The reactants are [CH:1]1([CH2:6][C@@H:7]([C:20]([N:22]2[C@H:26]([C:27]([N:29]3[CH2:34][CH2:33][O:32][CH2:31][CH2:30]3)=[O:28])[CH2:25][CH:24]=[N:23]2)=[O:21])[CH2:8][C:9]([NH:11][O:12]CC2C=CC=CC=2)=[O:10])[CH2:5][CH2:4][CH2:3][CH2:2]1. The catalyst is CO.[OH-].[OH-].[Pd+2]. The product is [CH:1]1([CH2:6][C@@H:7]([C:20]([N:22]2[C@H:26]([C:27]([N:29]3[CH2:34][CH2:33][O:32][CH2:31][CH2:30]3)=[O:28])[CH2:25][CH:24]=[N:23]2)=[O:21])[CH2:8][C:9]([NH:11][OH:12])=[O:10])[CH2:5][CH2:4][CH2:3][CH2:2]1. The yield is 0.390. (7) The yield is 0.750. The product is [N:1]1([C:5]([C:7]2[CH:33]=[CH:32][C:10]([O:11][C:12]3[CH:13]=[C:14]([C:24]4[NH:28][C:27]([C:29]([NH:35][CH2:36][C@H:37]([OH:39])[CH3:38])=[O:30])=[CH:26][CH:25]=4)[CH:15]=[C:16]([O:18][C@@H:19]([CH3:23])[CH2:20][O:21][CH3:22])[CH:17]=3)=[C:9]([F:34])[CH:8]=2)=[O:6])[CH2:2][CH2:3][CH2:4]1. The catalyst is ClCCl.CN(C)C1C=CN=CC=1. The reactants are [N:1]1([C:5]([C:7]2[CH:33]=[CH:32][C:10]([O:11][C:12]3[CH:13]=[C:14]([C:24]4[NH:28][C:27]([C:29](O)=[O:30])=[CH:26][CH:25]=4)[CH:15]=[C:16]([O:18][C@@H:19]([CH3:23])[CH2:20][O:21][CH3:22])[CH:17]=3)=[C:9]([F:34])[CH:8]=2)=[O:6])[CH2:4][CH2:3][CH2:2]1.[NH2:35][CH2:36][C@H:37]([OH:39])[CH3:38].CCN=C=NCCCN(C)C.Cl.Cl. (8) The reactants are [F:1][C:2]1[CH:3]=[CH:4][C:5]([N+:9]([O-:11])=[O:10])=[C:6]([OH:8])[CH:7]=1.[F:12][C:13]([F:26])([F:25])[S:14](O[S:14]([C:13]([F:26])([F:25])[F:12])(=[O:16])=[O:15])(=[O:16])=[O:15]. The catalyst is N1C=CC=CC=1.O. The product is [F:12][C:13]([F:26])([F:25])[S:14]([O:8][C:6]1[CH:7]=[C:2]([F:1])[CH:3]=[CH:4][C:5]=1[N+:9]([O-:11])=[O:10])(=[O:16])=[O:15]. The yield is 0.540. (9) The reactants are Cl[CH:2]([C:14]1[CH:19]=[CH:18][CH:17]=[CH:16][CH:15]=1)[C:3]([C:5]1[C:13]2[C:8](=[CH:9][CH:10]=[CH:11][CH:12]=2)[NH:7][CH:6]=1)=[O:4].[O:20]1[C:24]([C:25]2[CH:26]=[C:27]([CH:29]=[CH:30][CH:31]=2)[NH2:28])=[CH:23][N:22]=[CH:21]1.CCN(C(C)C)C(C)C. The catalyst is C(#N)C. The product is [NH:7]1[C:8]2[C:13](=[CH:12][CH:11]=[CH:10][CH:9]=2)[C:5]([C:3](=[O:4])[CH:2]([NH:28][C:27]2[CH:29]=[CH:30][CH:31]=[C:25]([C:24]3[O:20][CH:21]=[N:22][CH:23]=3)[CH:26]=2)[C:14]2[CH:19]=[CH:18][CH:17]=[CH:16][CH:15]=2)=[CH:6]1. The yield is 0.0500. (10) The product is [Cl:29][C:20]1[CH:21]=[C:22]([C:25]([F:28])([F:27])[F:26])[CH:23]=[CH:24][C:19]=1[N:16]1[C:13]([CH3:14])=[C:12]([C:9]2[CH:10]=[CH:11][C:6]([O:5][CH3:4])=[CH:7][CH:8]=2)[N:18]=[N:17]1. The reactants are C[O-].[Na+].[CH3:4][O:5][C:6]1[CH:11]=[CH:10][C:9]([CH2:12][C:13](=O)[CH3:14])=[CH:8][CH:7]=1.[N:16]([C:19]1[CH:24]=[CH:23][C:22]([C:25]([F:28])([F:27])[F:26])=[CH:21][C:20]=1[Cl:29])=[N+:17]=[N-:18]. The yield is 0.330. The catalyst is CO.